This data is from Forward reaction prediction with 1.9M reactions from USPTO patents (1976-2016). The task is: Predict the product of the given reaction. (1) Given the reactants C(OC(=O)[NH:7][C:8]1[CH:9]=[N:10][C:11]([Cl:15])=[CH:12][C:13]=1[I:14])(C)(C)C.Cl.O1CCOCC1, predict the reaction product. The product is: [Cl:15][C:11]1[N:10]=[CH:9][C:8]([NH2:7])=[C:13]([I:14])[CH:12]=1. (2) Given the reactants [CH:1]([C:4]1[N:5]=[C:6]([CH2:9][CH2:10][C:11]2[CH:36]=[CH:35][N:14]3[C:15](=[O:34])[C:16](/[CH:25]=[CH:26]/[C:27]([O:29]C(C)(C)C)=[O:28])=[C:17]([N:19]4[CH2:24][CH2:23][O:22][CH2:21][CH2:20]4)[N:18]=[C:13]3[C:12]=2[O:37][CH3:38])[S:7][CH:8]=1)([CH3:3])[CH3:2], predict the reaction product. The product is: [CH:1]([C:4]1[N:5]=[C:6]([CH2:9][CH2:10][C:11]2[CH:36]=[CH:35][N:14]3[C:15](=[O:34])[C:16](/[CH:25]=[CH:26]/[C:27]([OH:29])=[O:28])=[C:17]([N:19]4[CH2:20][CH2:21][O:22][CH2:23][CH2:24]4)[N:18]=[C:13]3[C:12]=2[O:37][CH3:38])[S:7][CH:8]=1)([CH3:3])[CH3:2]. (3) Given the reactants C(O[CH:4](OCC)[CH2:5][S:6][C:7]1[C:16]([O:17][CH3:18])=[CH:15][C:14]2[C:9](=[CH:10][C:11]([O:28][CH3:29])=[C:12]([S:19][CH2:20][CH:21](OCC)OCC)[CH:13]=2)[CH:8]=1)C.ClC1C=CC=CC=1.ClCCl, predict the reaction product. The product is: [CH3:29][O:28][C:11]1[C:12]2[S:19][CH:20]=[CH:21][C:13]=2[C:14]2[CH:15]=[C:16]([O:17][CH3:18])[C:7]3[S:6][CH:5]=[CH:4][C:8]=3[C:9]=2[CH:10]=1. (4) Given the reactants [CH3:1][C:2]1[O:3][C:4]([C:9]2[CH2:13][C:12]([C:18]3[CH:23]=[C:22]([Cl:24])[C:21]([Cl:25])=[C:20]([Cl:26])[CH:19]=3)([C:14]([F:17])([F:16])[F:15])[O:11][N:10]=2)=[CH:5][C:6]=1[CH2:7][OH:8], predict the reaction product. The product is: [CH3:1][C:2]1[O:3][C:4]([C:9]2[CH2:13][C:12]([C:18]3[CH:23]=[C:22]([Cl:24])[C:21]([Cl:25])=[C:20]([Cl:26])[CH:19]=3)([C:14]([F:16])([F:15])[F:17])[O:11][N:10]=2)=[CH:5][C:6]=1[CH:7]=[O:8]. (5) Given the reactants [CH3:1][O:2][CH2:3][C:4]([NH:6][C:7]1[CH:12]=[C:11]([O:13][C:14]2[C:23]3[C:18](=[CH:19][CH:20]=[CH:21][CH:22]=3)[C:17]([N+:24]([O-])=O)=[CH:16][CH:15]=2)[N:10]=[CH:9][N:8]=1)=[O:5].CC(O)=O.[H][H], predict the reaction product. The product is: [NH2:24][C:17]1[C:18]2[C:23](=[CH:22][CH:21]=[CH:20][CH:19]=2)[C:14]([O:13][C:11]2[N:10]=[CH:9][N:8]=[C:7]([NH:6][C:4](=[O:5])[CH2:3][O:2][CH3:1])[CH:12]=2)=[CH:15][CH:16]=1. (6) Given the reactants Cl[C:2]1[N:3]=[C:4]([NH:18][CH3:19])[C:5]2[N:6]=[C:7]([NH:14][CH2:15][CH2:16][CH3:17])[N:8]=[C:9]([NH:12][CH3:13])[C:10]=2[N:11]=1.[CH3:20][NH:21][CH3:22], predict the reaction product. The product is: [CH3:20][N:21]([CH3:22])[C:2]1[N:3]=[C:4]([NH:18][CH3:19])[C:5]2[N:6]=[C:7]([NH:14][CH2:15][CH2:16][CH3:17])[N:8]=[C:9]([NH:12][CH3:13])[C:10]=2[N:11]=1. (7) The product is: [O:45]1[CH2:46][CH2:47][O:48][C:43]2[CH:42]=[C:41]([CH2:40][C:35]3[CH:34]=[C:33]([C@@:12]45[O:11][C@@:10]([CH2:51][OH:52])([CH2:32][O:31]4)[C@@H:9]([OH:8])[C@H:14]([OH:15])[C@H:13]5[OH:23])[CH:38]=[CH:37][C:36]=3[CH3:39])[CH:50]=[CH:49][C:44]1=2. Given the reactants C([O:8][C@H:9]1[C@H:14]([O:15]CC2C=CC=CC=2)[C@@H:13]([O:23]CC2C=CC=CC=2)[C:12]([C:33]2[CH:38]=[CH:37][C:36]([CH3:39])=[C:35]([CH2:40][C:41]3[CH:50]=[CH:49][C:44]4[O:45][CH2:46][CH2:47][O:48][C:43]=4[CH:42]=3)[CH:34]=2)([O:31][CH3:32])[O:11][C:10]1(CO)[CH2:51][OH:52])C1C=CC=CC=1, predict the reaction product.